This data is from Forward reaction prediction with 1.9M reactions from USPTO patents (1976-2016). The task is: Predict the product of the given reaction. (1) Given the reactants [NH2:1][C:2]1[CH:20]=[CH:19][C:5]([C:6]([NH:8][C:9]2[CH:10]=[N:11][C:12]3[C:17]([CH:18]=2)=[CH:16][CH:15]=[CH:14][CH:13]=3)=[O:7])=[CH:4][CH:3]=1.[C:21]1([CH2:27][CH:28]=O)[CH:26]=[CH:25][CH:24]=[CH:23][CH:22]=1.C(O[BH-](OC(=O)C)OC(=O)C)(=O)C.C[N+](C)(C)C.C(O)(=O)C, predict the reaction product. The product is: [CH2:28]([NH:1][C:2]1[CH:3]=[CH:4][C:5]([C:6]([NH:8][C:9]2[CH:10]=[N:11][C:12]3[C:17]([CH:18]=2)=[CH:16][CH:15]=[CH:14][CH:13]=3)=[O:7])=[CH:19][CH:20]=1)[CH2:27][C:21]1[CH:26]=[CH:25][CH:24]=[CH:23][CH:22]=1. (2) The product is: [CH2:1]([O:8][C:9]1[CH:10]=[CH:11][CH:12]=[C:13]2[C:18]=1[O:17][CH2:16][CH2:15][CH:14]2[C:19]([N:31]([C:28]1[CH:29]=[CH:30][C:25]([CH:22]([CH3:24])[CH3:23])=[CH:26][CH:27]=1)[CH2:32][C:33]1[CH:34]=[N:35][C:36]([O:39][CH3:40])=[CH:37][CH:38]=1)=[O:21])[C:2]1[CH:3]=[CH:4][CH:5]=[CH:6][CH:7]=1. Given the reactants [CH2:1]([O:8][C:9]1[CH:10]=[CH:11][CH:12]=[C:13]2[C:18]=1[O:17][CH2:16][CH2:15][CH:14]2[C:19]([OH:21])=O)[C:2]1[CH:7]=[CH:6][CH:5]=[CH:4][CH:3]=1.[CH:22]([C:25]1[CH:30]=[CH:29][C:28]([NH:31][CH2:32][C:33]2[CH:34]=[N:35][C:36]([O:39][CH3:40])=[CH:37][CH:38]=2)=[CH:27][CH:26]=1)([CH3:24])[CH3:23], predict the reaction product. (3) Given the reactants C1C=C[NH+]=CC=1.[O-][Cr](Cl)(=O)=O.[OH:12][CH2:13][C:14]1([C:20]([O:22][CH2:23][CH3:24])=[O:21])[CH2:19][CH2:18][CH2:17][CH2:16][O:15]1, predict the reaction product. The product is: [CH:13]([C:14]1([C:20]([O:22][CH2:23][CH3:24])=[O:21])[CH2:19][CH2:18][CH2:17][CH2:16][O:15]1)=[O:12]. (4) Given the reactants [Cl:1][C:2]1[CH:10]=[CH:9][C:8]([Br:11])=[CH:7][C:3]=1[C:4](O)=[O:5].C(Cl)(=O)C([Cl:15])=O.Cl.C(=O)=O, predict the reaction product. The product is: [Cl:1][C:2]1[CH:10]=[CH:9][C:8]([Br:11])=[CH:7][C:3]=1[C:4]([Cl:15])=[O:5]. (5) Given the reactants [F:1][C:2]([F:23])([F:22])[C:3]1[CH:21]=[CH:20][CH:19]=[CH:18][C:4]=1[CH2:5][O:6][CH:7]1[CH2:10][N:9](C(OC(C)(C)C)=O)[CH2:8]1.FC(F)(F)C(O)=O, predict the reaction product. The product is: [F:23][C:2]([F:1])([F:22])[C:3]1[CH:21]=[CH:20][CH:19]=[CH:18][C:4]=1[CH2:5][O:6][CH:7]1[CH2:8][NH:9][CH2:10]1. (6) The product is: [Br-:9].[C:15]([O:14][C:13]([NH:12][CH2:11][CH2:10][N+:1]12[CH2:8][CH2:7][N:4]([CH2:5][CH2:6]1)[CH2:3][CH2:2]2)=[O:19])([CH3:18])([CH3:17])[CH3:16]. Given the reactants [N:1]12[CH2:8][CH2:7][N:4]([CH2:5][CH2:6]1)[CH2:3][CH2:2]2.[Br:9][CH2:10][CH2:11][NH:12][C:13](=[O:19])[O:14][C:15]([CH3:18])([CH3:17])[CH3:16], predict the reaction product. (7) Given the reactants [OH:1][C:2]1[CH:11]=[C:10]([O:12][CH3:13])[CH:9]=[CH:8][C:3]=1[C:4]([O:6]C)=O.[CH:14]1([NH2:17])[CH2:16][CH2:15]1, predict the reaction product. The product is: [CH:14]1([NH:17][C:4](=[O:6])[C:3]2[CH:8]=[CH:9][C:10]([O:12][CH3:13])=[CH:11][C:2]=2[OH:1])[CH2:16][CH2:15]1. (8) Given the reactants [CH2:1]([O:3][CH2:4][C:5]1[N:6]([CH2:18][CH2:19][CH2:20][C:21]([O:23]CC)=O)[C:7]2[C:16]3[CH:15]=[CH:14][CH:13]=[CH:12][C:11]=3[N:10]=[CH:9][C:8]=2[N:17]=1)[CH3:2].C([O-])(=O)C.[NH4+:30].C(=O)(O)[O-].[Na+], predict the reaction product. The product is: [CH2:1]([O:3][CH2:4][C:5]1[N:6]([CH2:18][CH2:19][CH2:20][C:21]([NH2:30])=[O:23])[C:7]2[C:16]3[CH:15]=[CH:14][CH:13]=[CH:12][C:11]=3[N:10]=[CH:9][C:8]=2[N:17]=1)[CH3:2].